Dataset: Reaction yield outcomes from USPTO patents with 853,638 reactions. Task: Predict the reaction yield, written as a fraction of the theoretical maximum amount of product (1.0 means a 100% yield; for example, 0.34 means a 34% yield). (1) The reactants are [H-].[Na+].[CH3:3][O:4][C:5](=[O:30])[C:6]1[CH:28]=[CH:27][C:26]([OH:29])=[C:8]([C:9]([NH:11][C:12]2[CH:17]=[C:16]([C:18]([F:21])([F:20])[F:19])[CH:15]=[C:14]([C:22]([F:25])([F:24])[F:23])[CH:13]=2)=[O:10])[CH:7]=1.[CH2:31](Br)[C:32]1[CH:37]=[CH:36][CH:35]=[CH:34][CH:33]=1.O. The catalyst is CCCCCC.CN(C)C=O. The product is [CH3:3][O:4][C:5](=[O:30])[C:6]1[CH:28]=[CH:27][C:26]([O:29][CH2:31][C:32]2[CH:37]=[CH:36][CH:35]=[CH:34][CH:33]=2)=[C:8]([C:9]([NH:11][C:12]2[CH:17]=[C:16]([C:18]([F:21])([F:19])[F:20])[CH:15]=[C:14]([C:22]([F:23])([F:24])[F:25])[CH:13]=2)=[O:10])[CH:7]=1. The yield is 0.541. (2) The reactants are [C:1]([O:5][C:6]([N:8]([C:51]([O:53][C:54]([CH3:57])([CH3:56])[CH3:55])=[O:52])[C:9]1[C:18]2[C:13](=[CH:14][C:15]([NH:19][CH:20]([C:34]3[CH:39]=[CH:38][C:37]([CH2:40][CH:41]([O:43][Si](C(C)(C)C)(C)C)[CH3:42])=[CH:36][CH:35]=3)[C:21]([NH:23][CH2:24][C:25]3[CH:30]=[CH:29][CH:28]=[C:27]([N+:31]([O-:33])=[O:32])[CH:26]=3)=[O:22])=[CH:16][CH:17]=2)[CH:12]=[CH:11][N:10]=1)=[O:7])([CH3:4])([CH3:3])[CH3:2].CCCC[N+](CCCC)(CCCC)CCCC.[F-]. The catalyst is C1COCC1. The product is [C:54]([O:53][C:51]([N:8]([C:6]([O:5][C:1]([CH3:2])([CH3:4])[CH3:3])=[O:7])[C:9]1[C:18]2[C:13](=[CH:14][C:15]([NH:19][CH:20]([C:34]3[CH:35]=[CH:36][C:37]([CH2:40][CH:41]([OH:43])[CH3:42])=[CH:38][CH:39]=3)[C:21]([NH:23][CH2:24][C:25]3[CH:30]=[CH:29][CH:28]=[C:27]([N+:31]([O-:33])=[O:32])[CH:26]=3)=[O:22])=[CH:16][CH:17]=2)[CH:12]=[CH:11][N:10]=1)=[O:52])([CH3:57])([CH3:55])[CH3:56]. The yield is 0.260. (3) The reactants are [F:1][C:2]1[CH:7]=[CH:6][C:5]([CH3:8])=[CH:4][C:3]=1[F:9].C(NC(C)C)(C)C.[Li].CN(C)[CH:20]=[O:21].C(O)(=O)C. The catalyst is O1CCCC1.O. The product is [F:9][C:3]1[C:2]([F:1])=[CH:7][CH:6]=[C:5]([CH3:8])[C:4]=1[CH:20]=[O:21]. The yield is 0.575. (4) The reactants are [NH2:1][C:2]1[NH:3][C:4](=O)[C:5]2[CH:10]=[CH:9][NH:8][C:6]=2[N:7]=1.CN(C)C1C=CC=CC=1.O=P(Cl)(Cl)[Cl:23]. The catalyst is [Cl-].C([N+](CC)(CC)CC)C1C=CC=CC=1.C(#N)C. The product is [Cl:23][C:4]1[C:5]2[CH:10]=[CH:9][NH:8][C:6]=2[N:7]=[C:2]([NH2:1])[N:3]=1. The yield is 0.450. (5) The reactants are [Cl:1][C:2]1[CH:7]=[C:6]([NH:8][CH2:9][CH:10]2[CH2:12][CH2:11]2)[N:5]2[N:13]=[CH:14][C:15]([CH:16]=O)=[C:4]2[N:3]=1.C1(P(=[C:37]2[CH2:42][C:41](=[O:43])[NH:40][C:38]2=[O:39])(C2C=CC=CC=2)C2C=CC=CC=2)C=CC=CC=1. The catalyst is CO. The product is [Cl:1][C:2]1[CH:7]=[C:6]([NH:8][CH2:9][CH:10]2[CH2:11][CH2:12]2)[N:5]2[N:13]=[CH:14][C:15]([CH:16]=[C:37]3[CH2:42][C:41](=[O:43])[NH:40][C:38]3=[O:39])=[C:4]2[N:3]=1. The yield is 0.770. (6) The reactants are C([O:8][N:9]1[CH2:13][CH2:12][N:11]([CH2:14][CH2:15][CH2:16][CH:17]([O:20][CH3:21])[O:18][CH3:19])[C:10]1=[O:22])C1C=CC=CC=1.C([O-])=O.[NH4+]. The catalyst is CCO.[Pd]. The product is [CH3:21][O:20][CH:17]([O:18][CH3:19])[CH2:16][CH2:15][CH2:14][N:11]1[CH2:12][CH2:13][N:9]([OH:8])[C:10]1=[O:22]. The yield is 0.660. (7) The reactants are C1C(=O)N([Br:8])C(=O)C1.[CH3:9][N:10]1[CH2:15][CH2:14][N:13]([C:16]2[CH:21]=[CH:20][C:19]([C:22]3[C:26]4[CH2:27][C:28]5[S:29][CH:30]=[CH:31][C:32]=5[C:25]=4[N:24]([CH2:33][O:34][CH2:35][CH2:36][Si:37]([CH3:40])([CH3:39])[CH3:38])[N:23]=3)=[CH:18][CH:17]=2)[CH2:12][CH2:11]1. The catalyst is C(Cl)Cl. The product is [Br:8][C:30]1[S:29][C:28]2[CH2:27][C:26]3[C:22]([C:19]4[CH:20]=[CH:21][C:16]([N:13]5[CH2:14][CH2:15][N:10]([CH3:9])[CH2:11][CH2:12]5)=[CH:17][CH:18]=4)=[N:23][N:24]([CH2:33][O:34][CH2:35][CH2:36][Si:37]([CH3:39])([CH3:38])[CH3:40])[C:25]=3[C:32]=2[CH:31]=1. The yield is 0.850. (8) The reactants are C([NH:4][C:5]1[CH:10]=[CH:9][C:8]([S:11]([NH2:14])(=[O:13])=[O:12])=[C:7]([F:15])[CH:6]=1)(=O)C.[OH-].[Na+].Cl. The catalyst is O. The product is [NH2:4][C:5]1[CH:10]=[CH:9][C:8]([S:11]([NH2:14])(=[O:12])=[O:13])=[C:7]([F:15])[CH:6]=1. The yield is 0.635. (9) The catalyst is O.O1CCOCC1. The product is [CH2:24]([O:28][C:29]1[CH:34]=[CH:33][C:32]([S:35]([NH:18][CH:17]([CH2:16][C:15]2[C:22]3[C:12](=[CH:11][CH:10]=[C:9]([CH3:8])[CH:23]=3)[NH:13][CH:14]=2)[C:19]([OH:21])=[O:20])(=[O:37])=[O:36])=[CH:31][CH:30]=1)[C:25]#[C:26][CH3:27]. The yield is 0.810. The reactants are C(N(CC)CC)C.[CH3:8][C:9]1[CH:23]=[C:22]2[C:12]([NH:13][CH:14]=[C:15]2[CH2:16][CH:17]([C:19]([OH:21])=[O:20])[NH2:18])=[CH:11][CH:10]=1.[CH2:24]([O:28][C:29]1[CH:34]=[CH:33][C:32]([S:35](Cl)(=[O:37])=[O:36])=[CH:31][CH:30]=1)[C:25]#[C:26][CH3:27]. (10) The reactants are [C:1]([NH:9][C:10]1[C:15]([CH3:16])=[CH:14][CH:13]=[CH:12][N:11]=1)(=O)[C:2]1[CH:7]=[CH:6][CH:5]=[CH:4][CH:3]=1.[H-].[Na+]. The catalyst is CNC1C=CC=CC=1. The product is [C:2]1([C:1]2[NH:9][C:10]3[C:15]([CH:16]=2)=[CH:14][CH:13]=[CH:12][N:11]=3)[CH:7]=[CH:6][CH:5]=[CH:4][CH:3]=1. The yield is 0.580.